This data is from Forward reaction prediction with 1.9M reactions from USPTO patents (1976-2016). The task is: Predict the product of the given reaction. (1) Given the reactants [Cl:1][C:2]1[CH:7]=[CH:6][C:5]([C:8]2[CH:13]=[CH:12][C:11]([N+:14]([O-:16])=[O:15])=[CH:10][CH:9]=2)=[CH:4][CH:3]=1.CC(C)([O-])C.[K+].[CH:23](Cl)([Cl:25])[Cl:24], predict the reaction product. The product is: [Cl:1][C:2]1[CH:3]=[CH:4][C:5]([C:8]2[CH:13]=[CH:12][C:11]([N+:14]([O-:16])=[O:15])=[C:10]([CH:23]([Cl:25])[Cl:24])[CH:9]=2)=[CH:6][CH:7]=1. (2) Given the reactants C[O:2][C:3]1[CH:4]=[C:5]2[C:9](=[C:10]([CH3:12])[CH:11]=1)[NH:8][CH:7]=[C:6]2[CH:13]1[CH2:18][CH2:17][N:16]([CH3:19])[CH2:15][CH2:14]1.Cl.N1C=CC=CC=1, predict the reaction product. The product is: [CH3:12][C:10]1[CH:11]=[C:3]([OH:2])[CH:4]=[C:5]2[C:9]=1[NH:8][CH:7]=[C:6]2[CH:13]1[CH2:18][CH2:17][N:16]([CH3:19])[CH2:15][CH2:14]1. (3) Given the reactants [CH3:1][C:2]1[N:6]([CH2:7][CH2:8][C:9]2[CH:14]=[CH:13][C:12]([N+:15]([O-])=O)=[CH:11][CH:10]=2)[C:5](=[O:18])[C:4]([C:25]2[CH:30]=[CH:29][CH:28]=[CH:27][CH:26]=2)([C:19]2[CH:24]=[CH:23][CH:22]=[CH:21][CH:20]=2)[N:3]=1.O.O.Cl[Sn]Cl, predict the reaction product. The product is: [NH2:15][C:12]1[CH:11]=[CH:10][C:9]([CH2:8][CH2:7][N:6]2[C:5](=[O:18])[C:4]([C:19]3[CH:20]=[CH:21][CH:22]=[CH:23][CH:24]=3)([C:25]3[CH:30]=[CH:29][CH:28]=[CH:27][CH:26]=3)[N:3]=[C:2]2[CH3:1])=[CH:14][CH:13]=1. (4) The product is: [Cl:1][C:2]1[CH:3]=[C:4]([N:9]2[CH:13]([OH:33])[CH2:12][CH:11]([C:15]3[CH:20]=[CH:19][C:18]([O:21][CH3:22])=[C:17]([O:23][CH2:24][CH2:25][N:26]4[CH2:27][CH2:28][CH2:29][CH2:30][CH2:31]4)[CH:16]=3)[C:10]2=[O:32])[CH:5]=[CH:6][C:7]=1[Cl:8]. Given the reactants [Cl:1][C:2]1[CH:3]=[C:4]([NH:9][C:10](=[O:32])[CH:11]([C:15]2[CH:20]=[CH:19][C:18]([O:21][CH3:22])=[C:17]([O:23][CH2:24][CH2:25][N:26]3[CH2:31][CH2:30][CH2:29][CH2:28][CH2:27]3)[CH:16]=2)[CH2:12][CH:13]=C)[CH:5]=[CH:6][C:7]=1[Cl:8].[O-:33]S([O-])(=S)=O.[Na+].[Na+], predict the reaction product. (5) Given the reactants [Cl:1][C:2]1[CH:3]=[N:4][C:5]2[NH:6][C:7]3[CH:8]=[CH:9][CH:10]=[C:11]([CH:23]=3)[CH2:12][NH:13][C:14]3[CH:22]=[C:18]([NH:19][C:20]=1[N:21]=2)[CH:17]=[CH:16][CH:15]=3.Cl.[C:25](Cl)(=[O:32])[C:26]1[CH:31]=[CH:30][CH:29]=[N:28][CH:27]=1, predict the reaction product. The product is: [Cl:1][C:2]1[CH:3]=[N:4][C:5]2[NH:6][C:7]3[CH:8]=[CH:9][CH:10]=[C:11]([CH:23]=3)[CH2:12][N:13]([C:25]([C:26]3[CH:27]=[N:28][CH:29]=[CH:30][CH:31]=3)=[O:32])[C:14]3[CH:22]=[C:18]([NH:19][C:20]=1[N:21]=2)[CH:17]=[CH:16][CH:15]=3.